From a dataset of Full USPTO retrosynthesis dataset with 1.9M reactions from patents (1976-2016). Predict the reactants needed to synthesize the given product. (1) Given the product [CH2:6]([O:13][C:14]1[N:19]=[N:18][C:17]([CH2:20][CH2:21][C:22]2[CH:23]=[CH:24][C:25]([CH2:37][Cl:39])=[CH:28][N:27]=2)=[CH:16][CH:15]=1)[C:7]1[CH:12]=[CH:11][CH:10]=[CH:9][CH:8]=1, predict the reactants needed to synthesize it. The reactants are: CS(Cl)(=O)=O.[CH2:6]([O:13][C:14]1[N:19]=[N:18][C:17]([CH2:20][CH2:21][C:22]2[N:27]=N[C:25]([CH2:28]O)=[CH:24][CH:23]=2)=[CH:16][CH:15]=1)[C:7]1[CH:12]=[CH:11][CH:10]=[CH:9][CH:8]=1.C(N(CC)CC)C.[CH2:37]([Cl:39])Cl. (2) Given the product [F:1][C:2]1[C:10]([O:11][CH3:12])=[C:9]([F:13])[CH:8]=[CH:7][C:3]=1[C:4]([O:6][CH2:23][CH3:24])=[O:5], predict the reactants needed to synthesize it. The reactants are: [F:1][C:2]1[C:10]([O:11][CH3:12])=[C:9]([F:13])[CH:8]=[CH:7][C:3]=1[C:4]([OH:6])=[O:5].CN(C)C=O.S(Cl)(Cl)=O.[CH2:23](O)[CH3:24]. (3) Given the product [N:3]1[CH:4]=[CH:5][N:6]=[CH:7][C:2]=1[O:15][CH:16]1[CH2:17][N:18]([C:20]([O:22][C:23]([CH3:26])([CH3:25])[CH3:24])=[O:21])[CH2:19]1, predict the reactants needed to synthesize it. The reactants are: Cl[C:2]1[CH:7]=[N:6][CH:5]=[CH:4][N:3]=1.FC(F)(F)C(O)=O.[OH:15][CH:16]1[CH2:19][N:18]([C:20]([O:22][C:23]([CH3:26])([CH3:25])[CH3:24])=[O:21])[CH2:17]1. (4) Given the product [N:8]1[N:6]2[CH:7]=[C:2]([OH:11])[CH:3]=[N:4][C:5]2=[CH:10][CH:9]=1, predict the reactants needed to synthesize it. The reactants are: Br[C:2]1[CH:3]=[N:4][C:5]2[N:6]([N:8]=[CH:9][CH:10]=2)[CH:7]=1.[OH-:11].[K+]. (5) The reactants are: Cl.Cl.[N:3]12[CH2:11][CH2:10][CH:7]([CH2:8][CH2:9]1)[NH:6][CH2:5][CH2:4]2.[S:12]1[CH:16]=[CH:15][CH:14]=[C:13]1[C:17]1[NH:21][N:20]=[C:19]([C:22](O)=[O:23])[CH:18]=1. Given the product [S:12]1[CH:16]=[CH:15][CH:14]=[C:13]1[C:17]1[NH:21][N:20]=[C:19]([C:22]([N:6]2[CH:7]3[CH2:10][CH2:11][N:3]([CH2:9][CH2:8]3)[CH2:4][CH2:5]2)=[O:23])[CH:18]=1, predict the reactants needed to synthesize it. (6) Given the product [F:1][C:2]1[CH:10]=[CH:9][C:24]([C:23]([O:26][CH3:27])=[O:25])=[C:4]([CH2:11][O:12][CH3:17])[CH:3]=1, predict the reactants needed to synthesize it. The reactants are: [F:1][C:2]1[CH:10]=[CH:9]C(C(O)=O)=[C:4]([CH2:11][OH:12])[CH:3]=1.[H-].[Na+].IC.[C:17](=O)([O-])[O-].[K+].[K+].[C:23]([O:26][CH2:27]C)(=[O:25])[CH3:24].